The task is: Predict the reactants needed to synthesize the given product.. This data is from Full USPTO retrosynthesis dataset with 1.9M reactions from patents (1976-2016). (1) Given the product [CH2:1]([O:5][C:6]1[CH:7]=[C:8]2[C:13](=[CH:14][CH:15]=1)[CH:12]=[C:11]([C:16]1[C:24]3[C:19](=[CH:20][CH:21]=[C:22]([C:25]([NH2:26])=[O:27])[CH:23]=3)[NH:18][N:17]=1)[CH:10]=[CH:9]2)[CH2:2][CH2:3][CH3:4], predict the reactants needed to synthesize it. The reactants are: [CH2:1]([O:5][C:6]1[CH:7]=[C:8]2[C:13](=[CH:14][CH:15]=1)[CH:12]=[C:11]([C:16]1[C:24]3[C:19](=[CH:20][CH:21]=[C:22]([C:25]#[N:26])[CH:23]=3)[NH:18][N:17]=1)[CH:10]=[CH:9]2)[CH2:2][CH2:3][CH3:4].[OH-:27].[Na+].OO.Cl. (2) Given the product [Cl:26][C:27]1[CH:28]=[C:29]([S:33]([NH:1][C:2]2[CH:3]=[CH:4][C:5]([C:8]3[CH:16]=[C:15]4[C:11]([CH2:12][N:13]([C@@H:18]([CH:23]([CH3:25])[CH3:24])[C:19]([O:21][CH3:22])=[O:20])[C:14]4=[O:17])=[CH:10][CH:9]=3)=[CH:6][CH:7]=2)(=[O:35])=[O:34])[CH:30]=[CH:31][CH:32]=1, predict the reactants needed to synthesize it. The reactants are: [NH2:1][C:2]1[CH:7]=[CH:6][C:5]([C:8]2[CH:16]=[C:15]3[C:11]([CH2:12][N:13]([C@@H:18]([CH:23]([CH3:25])[CH3:24])[C:19]([O:21][CH3:22])=[O:20])[C:14]3=[O:17])=[CH:10][CH:9]=2)=[CH:4][CH:3]=1.[Cl:26][C:27]1[CH:28]=[C:29]([S:33](Cl)(=[O:35])=[O:34])[CH:30]=[CH:31][CH:32]=1.